This data is from Reaction yield outcomes from USPTO patents with 853,638 reactions. The task is: Predict the reaction yield, written as a fraction of the theoretical maximum amount of product (1.0 means a 100% yield; for example, 0.34 means a 34% yield). (1) The reactants are C([BH3-])#N.[Na+].[I-].[Br:6][C:7]1[CH:16]=[CH:15][C:14]([N+:17]([O-:19])=[O:18])=[C:13]2[C:8]=1[CH:9]=[CH:10][N+:11]([CH3:20])=[CH:12]2. The catalyst is CO.O.O.O.O.O.O.[N+]([O-])([O-])=O.[Ni+2].[N+]([O-])([O-])=O. The product is [Br:6][C:7]1[CH:16]=[CH:15][C:14]([N+:17]([O-:19])=[O:18])=[C:13]2[C:8]=1[CH2:9][CH2:10][N:11]([CH3:20])[CH2:12]2. The yield is 0.830. (2) The reactants are [OH:1][C:2]1[C:7]([O:8][CH:9]2[CH2:14][CH2:13][CH2:12][CH2:11][O:10]2)=[CH:6][CH:5]=[CH:4][C:3]=1[C:15](=[O:30])[CH2:16][C:17]1[CH:22]=[CH:21][CH:20]=[C:19]([O:23][CH:24]2[CH2:29][CH2:28][CH2:27][CH2:26][O:25]2)[CH:18]=1.[I:31][C:32]1[CH:39]=[CH:38][C:35]([CH:36]=O)=[CH:34][CH:33]=1.N1CCCCC1.N12CCCN=C1CCCCC2.C1(C)C=CC=CC=1. No catalyst specified. The product is [I:31][C:32]1[CH:39]=[CH:38][C:35]([CH:36]2[CH:16]([C:17]3[CH:22]=[CH:21][CH:20]=[C:19]([O:23][CH:24]4[CH2:29][CH2:28][CH2:27][CH2:26][O:25]4)[CH:18]=3)[C:15](=[O:30])[C:3]3[C:2](=[C:7]([O:8][CH:9]4[CH2:14][CH2:13][CH2:12][CH2:11][O:10]4)[CH:6]=[CH:5][CH:4]=3)[O:1]2)=[CH:34][CH:33]=1. The yield is 0.997. (3) The reactants are O=[C:2]([C:19]1[CH:24]=[CH:23][CH:22]=[CH:21][CH:20]=1)[CH2:3][NH:4][C:5]([C:7]1[CH:8]=[N:9][C:10]([C:13]2[CH:18]=[CH:17][CH:16]=[CH:15][CH:14]=2)=[N:11][CH:12]=1)=[O:6].N1C=CC=CC=1.C(=O)(O)[O-].[Na+]. The catalyst is O=P(Cl)(Cl)Cl.C(OCC)(=O)C. The product is [C:19]1([C:2]2[O:6][C:5]([C:7]3[CH:8]=[N:9][C:10]([C:13]4[CH:18]=[CH:17][CH:16]=[CH:15][CH:14]=4)=[N:11][CH:12]=3)=[N:4][CH:3]=2)[CH:24]=[CH:23][CH:22]=[CH:21][CH:20]=1. The yield is 0.650.